From a dataset of Forward reaction prediction with 1.9M reactions from USPTO patents (1976-2016). Predict the product of the given reaction. (1) The product is: [CH:15]1([C:9]2[CH:10]=[C:11]([O:14][CH2:22][CH2:21][N:20]([CH3:24])[CH3:19])[CH:12]=[CH:13][C:8]=2[C:6]2[N:7]=[C:2]([NH2:1])[CH:3]=[CH:4][CH:5]=2)[CH2:18][CH2:17][CH2:16]1. Given the reactants [NH2:1][C:2]1[N:7]=[C:6]([C:8]2[CH:13]=[CH:12][C:11]([OH:14])=[CH:10][C:9]=2[CH:15]2[CH2:18][CH2:17][CH2:16]2)[CH:5]=[CH:4][CH:3]=1.[CH3:19][N:20]([CH3:24])[CH2:21][CH2:22]Cl, predict the reaction product. (2) Given the reactants Br[C:2]1[CH:3]=[CH:4][C:5]2[C:13]3[CH:9]([CH:10]([C:15]4[CH:20]=[CH:19][C:18]([O:21][C:22]([F:25])([F:24])[F:23])=[CH:17][CH:16]=4)[N:11]([CH3:14])[N:12]=3)[CH2:8][CH2:7][C:6]=2[CH:26]=1.[CH2:27]([Sn](CCCC)(CCCC)C=C)[CH2:28]CC, predict the reaction product. The product is: [CH3:14][N:11]1[CH:10]([C:15]2[CH:20]=[CH:19][C:18]([O:21][C:22]([F:23])([F:25])[F:24])=[CH:17][CH:16]=2)[CH:9]2[C:13]([C:5]3[CH:4]=[CH:3][C:2]([CH:27]=[CH2:28])=[CH:26][C:6]=3[CH2:7][CH2:8]2)=[N:12]1.